Dataset: Full USPTO retrosynthesis dataset with 1.9M reactions from patents (1976-2016). Task: Predict the reactants needed to synthesize the given product. (1) Given the product [C:45]([O:44][C:42]([N:28]([CH3:29])[C@@H:25]1[C:24]2[CH:23]=[C:22]([C:30]([O:32][CH3:33])=[O:31])[CH:21]=[CH:20][C:19]=2[C@H:18]([C:13]2[CH:14]=[CH:15][C:16]([Cl:17])=[C:11]([Cl:10])[CH:12]=2)[CH2:27][CH2:26]1)=[O:43])([CH3:46])([CH3:47])[CH3:48], predict the reactants needed to synthesize it. The reactants are: CCN(C(C)C)C(C)C.[Cl:10][C:11]1[CH:12]=[C:13]([C@@H:18]2[CH2:27][CH2:26][C@H:25]([NH:28][CH3:29])[C:24]3[CH:23]=[C:22]([C:30]([O:32][CH3:33])=[O:31])[CH:21]=[CH:20][C:19]2=3)[CH:14]=[CH:15][C:16]=1[Cl:17].[CH3:46][C:45]([O:44][C:42](O[C:42]([O:44][C:45]([CH3:48])([CH3:47])[CH3:46])=[O:43])=[O:43])([CH3:48])[CH3:47]. (2) Given the product [CH2:1]([O:8][C:9]1[N:10]=[N:11][C:12]([CH2:23][C:59]2[CH:62]=[CH:63][C:56]([Cl:55])=[CH:57][CH:58]=2)=[CH:13][C:14]=1[O:15][CH2:16][C:17]1[CH:22]=[CH:21][CH:20]=[CH:19][CH:18]=1)[C:2]1[CH:7]=[CH:6][CH:5]=[CH:4][CH:3]=1, predict the reactants needed to synthesize it. The reactants are: [CH2:1]([O:8][C:9]1[N:10]=[N:11][C:12]([CH2:23]C2C=CC=C(Cl)C=2)=[CH:13][C:14]=1[O:15][CH2:16][C:17]1[CH:22]=[CH:21][CH:20]=[CH:19][CH:18]=1)[C:2]1[CH:7]=[CH:6][CH:5]=[CH:4][CH:3]=1.C(OC1N=NC(Cl)=CC=1OCC1C=CC=CC=1)C1C=CC=CC=1.[Cl-].[Cl:55][C:56]1[CH:63]=[CH:62][C:59](C[Zn+])=[CH:58][CH:57]=1. (3) Given the product [F:1][C:2]1[CH:19]=[C:18]([S:20]([CH3:23])(=[O:21])=[O:22])[CH:17]=[CH:16][C:3]=1[O:4][CH2:5][CH:6]1[CH2:7][CH2:8][C:9](=[O:10])[CH2:14][CH2:15]1, predict the reactants needed to synthesize it. The reactants are: [F:1][C:2]1[CH:19]=[C:18]([S:20]([CH3:23])(=[O:22])=[O:21])[CH:17]=[CH:16][C:3]=1[O:4][CH2:5][CH:6]1[CH2:15][CH2:14][C:9]2(OCC[O:10]2)[CH2:8][CH2:7]1.O.Cl. (4) Given the product [CH3:7][C@H:8]1[CH2:13][C@@H:12]([O:14][C:16]2[N:21]=[N:20][C:19]([C:22]3[CH:27]=[CH:26][C:25]([N:28]4[CH:32]=[CH:31][CH:30]=[N:29]4)=[CH:24][C:23]=3[OH:33])=[CH:18][CH:17]=2)[CH2:11][CH2:10][NH:9]1, predict the reactants needed to synthesize it. The reactants are: CC(C)([O-])C.[K+].[CH3:7][C@H:8]1[CH2:13][C@@H:12]([OH:14])[CH2:11][CH2:10][NH:9]1.Cl[C:16]1[N:21]=[N:20][C:19]([C:22]2[CH:27]=[CH:26][C:25]([N:28]3[CH:32]=[CH:31][CH:30]=[N:29]3)=[CH:24][C:23]=2[OH:33])=[CH:18][CH:17]=1.FC(F)(F)C(O)=O. (5) Given the product [Br:1][C:2]1[CH:3]=[C:4]2[C:5](=[CH:14][CH:15]=1)[C:6](=[O:7])[N:8]([CH2:9][C:10]([F:13])([F:12])[F:11])[CH2:16]2, predict the reactants needed to synthesize it. The reactants are: [Br:1][C:2]1[CH:15]=[CH:14][C:5]([C:6]([NH:8][CH2:9][C:10]([F:13])([F:12])[F:11])=[O:7])=[C:4]([CH2:16]O)[CH:3]=1.C([Mg]Cl)(C)C.CN(C)P(Cl)(N(C)C)=O. (6) Given the product [OH:40][C:2]1[CH:37]=[N:36][C:5]2[N:6]([C:19]([NH:21][CH:22]([C:26]3[CH:31]=[CH:30][C:29]([C:32]([F:35])([F:34])[F:33])=[CH:28][CH:27]=3)[CH2:23][O:24][CH3:25])=[O:20])[CH2:7][C:8](=[O:18])[N:9]([CH2:10][O:11][CH2:12][CH2:13][Si:14]([CH3:17])([CH3:16])[CH3:15])[C:4]=2[CH:3]=1, predict the reactants needed to synthesize it. The reactants are: I[C:2]1[CH:37]=[N:36][C:5]2[N:6]([C:19]([NH:21][CH:22]([C:26]3[CH:31]=[CH:30][C:29]([C:32]([F:35])([F:34])[F:33])=[CH:28][CH:27]=3)[CH2:23][O:24][CH3:25])=[O:20])[CH2:7][C:8](=[O:18])[N:9]([CH2:10][O:11][CH2:12][CH2:13][Si:14]([CH3:17])([CH3:16])[CH3:15])[C:4]=2[CH:3]=1.CC1(C)C(C)(C)OB(B2OC(C)(C)C(C)(C)O2)[O:40]1.C([O-])(=O)C.[K+].[OH-].[Na+].OO.Cl. (7) Given the product [F:1][C:2]1[CH:7]=[CH:6][C:5]([CH3:8])=[CH:4][C:3]=1[C:9]1[CH:14]=[N:13][C:12]([N:15]2[C:23]3[C:18](=[CH:19][CH:20]=[C:21]([C:24]([OH:26])=[O:25])[CH:22]=3)[C:17]([CH:28]([OH:30])[CH3:29])=[N:16]2)=[N:11][CH:10]=1, predict the reactants needed to synthesize it. The reactants are: [F:1][C:2]1[CH:7]=[CH:6][C:5]([CH3:8])=[CH:4][C:3]=1[C:9]1[CH:10]=[N:11][C:12]([N:15]2[C:23]3[C:18](=[CH:19][CH:20]=[C:21]([C:24]([O:26]C)=[O:25])[CH:22]=3)[C:17]([CH:28]([OH:30])[CH3:29])=[N:16]2)=[N:13][CH:14]=1.O.[OH-].[Li+].